Dataset: NCI-60 drug combinations with 297,098 pairs across 59 cell lines. Task: Regression. Given two drug SMILES strings and cell line genomic features, predict the synergy score measuring deviation from expected non-interaction effect. (1) Cell line: SK-MEL-5. Drug 2: CC1=C(N=C(N=C1N)C(CC(=O)N)NCC(C(=O)N)N)C(=O)NC(C(C2=CN=CN2)OC3C(C(C(C(O3)CO)O)O)OC4C(C(C(C(O4)CO)O)OC(=O)N)O)C(=O)NC(C)C(C(C)C(=O)NC(C(C)O)C(=O)NCCC5=NC(=CS5)C6=NC(=CS6)C(=O)NCCC[S+](C)C)O. Synergy scores: CSS=23.2, Synergy_ZIP=-2.73, Synergy_Bliss=1.31, Synergy_Loewe=-5.64, Synergy_HSA=3.07. Drug 1: CC1C(C(CC(O1)OC2CC(CC3=C2C(=C4C(=C3O)C(=O)C5=C(C4=O)C(=CC=C5)OC)O)(C(=O)CO)O)N)O.Cl. (2) Drug 1: C1CCC(CC1)NC(=O)N(CCCl)N=O. Drug 2: C1=CN(C(=O)N=C1N)C2C(C(C(O2)CO)O)O.Cl. Cell line: ACHN. Synergy scores: CSS=60.2, Synergy_ZIP=-0.194, Synergy_Bliss=1.86, Synergy_Loewe=-26.5, Synergy_HSA=5.37. (3) Drug 1: CC(C1=C(C=CC(=C1Cl)F)Cl)OC2=C(N=CC(=C2)C3=CN(N=C3)C4CCNCC4)N. Drug 2: C1=CC=C(C(=C1)C(C2=CC=C(C=C2)Cl)C(Cl)Cl)Cl. Cell line: MDA-MB-435. Synergy scores: CSS=23.0, Synergy_ZIP=2.97, Synergy_Bliss=10.3, Synergy_Loewe=-6.13, Synergy_HSA=6.76. (4) Drug 1: C1C(C(OC1N2C=NC3=C(N=C(N=C32)Cl)N)CO)O. Drug 2: CCN(CC)CCNC(=O)C1=C(NC(=C1C)C=C2C3=C(C=CC(=C3)F)NC2=O)C. Cell line: UACC62. Synergy scores: CSS=52.2, Synergy_ZIP=-3.11, Synergy_Bliss=-5.12, Synergy_Loewe=-7.26, Synergy_HSA=-4.03. (5) Drug 1: CC1=C(C=C(C=C1)C(=O)NC2=CC(=CC(=C2)C(F)(F)F)N3C=C(N=C3)C)NC4=NC=CC(=N4)C5=CN=CC=C5. Drug 2: C1C(C(OC1N2C=NC3=C2NC=NCC3O)CO)O. Cell line: HS 578T. Synergy scores: CSS=-3.89, Synergy_ZIP=1.24, Synergy_Bliss=0.340, Synergy_Loewe=-2.24, Synergy_HSA=-2.42. (6) Drug 1: CS(=O)(=O)C1=CC(=C(C=C1)C(=O)NC2=CC(=C(C=C2)Cl)C3=CC=CC=N3)Cl. Drug 2: C1CC(=O)NC(=O)C1N2CC3=C(C2=O)C=CC=C3N. Cell line: MOLT-4. Synergy scores: CSS=-6.55, Synergy_ZIP=5.42, Synergy_Bliss=-6.62, Synergy_Loewe=-14.2, Synergy_HSA=-10.9.